Predict the product of the given reaction. From a dataset of Forward reaction prediction with 1.9M reactions from USPTO patents (1976-2016). (1) Given the reactants [Cl:1][C:2]1[CH:28]=[C:27]([Cl:29])[CH:26]=[CH:25][C:3]=1[C:4]([C:6]1[CH:11]=[CH:10][CH:9]=[CH:8][C:7]=1[NH:12][S:13]([C:16]1[CH:24]=[CH:23][C:19]([C:20]([OH:22])=O)=[CH:18][CH:17]=1)(=[O:15])=[O:14])=[O:5].[NH:30]1[CH2:35][CH2:34][CH:33]([CH2:36][CH2:37][CH2:38][CH:39]2[CH2:44][CH2:43][NH:42][CH2:41][CH2:40]2)[CH2:32][CH2:31]1, predict the reaction product. The product is: [Cl:1][C:2]1[CH:28]=[C:27]([Cl:29])[CH:26]=[CH:25][C:3]=1[C:4]([C:6]1[CH:11]=[CH:10][CH:9]=[CH:8][C:7]=1[NH:12][S:13]([C:16]1[CH:24]=[CH:23][C:19]([C:20]([N:30]2[CH2:35][CH2:34][CH:33]([CH2:36][CH2:37][CH2:38][CH:39]3[CH2:40][CH2:41][NH:42][CH2:43][CH2:44]3)[CH2:32][CH2:31]2)=[O:22])=[CH:18][CH:17]=1)(=[O:15])=[O:14])=[O:5]. (2) Given the reactants [NH2:1][CH2:2][CH:3]([C@:5]12[O:12][C@:9]([C:13]3[CH:18]=[CH:17][C:16]([Cl:19])=[C:15]([CH2:20][C:21]4[CH:26]=[CH:25][C:24]([O:27][CH2:28][CH3:29])=[CH:23][CH:22]=4)[CH:14]=3)([O:10][CH2:11]1)[C@H:8]([O:30]CC1C=CC=CC=1)[C@@H:7]([O:38]CC1C=CC=CC=1)[C@@H:6]2[O:46]CC1C=CC=CC=1)[OH:4].ClC1C=CC=CC=1Cl, predict the reaction product. The product is: [NH2:1][CH2:2][CH:3]([C@:5]12[O:12][C@:9]([C:13]3[CH:18]=[CH:17][C:16]([Cl:19])=[C:15]([CH2:20][C:21]4[CH:26]=[CH:25][C:24]([O:27][CH2:28][CH3:29])=[CH:23][CH:22]=4)[CH:14]=3)([O:10][CH2:11]1)[C@H:8]([OH:30])[C@@H:7]([OH:38])[C@@H:6]2[OH:46])[OH:4].